Dataset: Peptide-MHC class I binding affinity with 185,985 pairs from IEDB/IMGT. Task: Regression. Given a peptide amino acid sequence and an MHC pseudo amino acid sequence, predict their binding affinity value. This is MHC class I binding data. The peptide sequence is TRYPLTFGW. The MHC is HLA-A23:01 with pseudo-sequence HLA-A23:01. The binding affinity (normalized) is 0.